Dataset: Reaction yield outcomes from USPTO patents with 853,638 reactions. Task: Predict the reaction yield, written as a fraction of the theoretical maximum amount of product (1.0 means a 100% yield; for example, 0.34 means a 34% yield). (1) The reactants are C([O:9][C:10]1[CH:15]=[CH:14][CH:13]=[C:12]([O:16][CH2:17][CH:18]2[CH2:20][O:19]2)[CH:11]=1)(=O)C1C=CC=CC=1.[CH3:21][C:22]1[CH:27]=[C:26]([CH3:28])[N:25]=[C:24]([N:29]2[CH2:34][CH2:33][CH:32]([NH2:35])[CH2:31][CH2:30]2)[N:23]=1.C1C=CC(=O)C(O)=C(C2C=NC=NC=2)C=1. The catalyst is CC(O)C.CS(C)=O. The product is [CH3:21][C:22]1[CH:27]=[C:26]([CH3:28])[N:25]=[C:24]([N:29]2[CH2:30][CH2:31][CH:32]([NH:35][CH2:20][CH:18]([OH:19])[CH2:17][O:16][C:12]3[CH:11]=[C:10]([OH:9])[CH:15]=[CH:14][CH:13]=3)[CH2:33][CH2:34]2)[N:23]=1. The yield is 0.140. (2) The yield is 0.200. The product is [F:4][C:5]1[CH:10]=[CH:9][C:8]([S:11]([C@@:14]2([C:30]3[CH:35]=[CH:34][C:33]([C:36]([O:45][C:47]4[CH:52]=[CH:51][CH:50]=[CH:49][CH:48]=4)([C:41]([F:42])([F:43])[F:44])[C:37]([F:38])([F:39])[F:40])=[CH:32][CH:31]=3)[CH2:18][CH2:17][N:16]([C:19]([CH:21]3[CH2:26][CH2:25][N:24]([C:27](=[O:29])[CH3:28])[CH2:23][CH2:22]3)=[O:20])[CH2:15]2)(=[O:12])=[O:13])=[CH:7][CH:6]=1. The reactants are C[O-].[K+].[F:4][C:5]1[CH:10]=[CH:9][C:8]([S:11]([C@@:14]2([C:30]3[CH:35]=[CH:34][C:33]([C:36]([OH:45])([C:41]([F:44])([F:43])[F:42])[C:37]([F:40])([F:39])[F:38])=[CH:32][CH:31]=3)[CH2:18][CH2:17][N:16]([C:19]([CH:21]3[CH2:26][CH2:25][N:24]([C:27](=[O:29])[CH3:28])[CH2:23][CH2:22]3)=[O:20])[CH2:15]2)(=[O:13])=[O:12])=[CH:7][CH:6]=1.[I-].[C:47]1([I+][C:47]2[CH:52]=[CH:51][CH:50]=[CH:49][CH:48]=2)[CH:52]=[CH:51][CH:50]=[CH:49][CH:48]=1. The catalyst is C1(C)C=CC=CC=1.O1CCCC1. (3) The reactants are Br[C:2]1[CH:3]=[C:4]([N:8]2[C:12]3=[N:13][CH:14]=[N:15][CH:16]=[C:11]3[C:10]([C:17]([O:19][CH2:20][CH3:21])=[O:18])=[N:9]2)[CH:5]=[CH:6][CH:7]=1.[C:22]([C@:24]1([OH:31])[CH2:28][CH2:27][N:26]([CH3:29])[C:25]1=[O:30])#[CH:23]. The yield is 0.620. The product is [OH:31][C@@:24]1([C:22]#[C:23][C:2]2[CH:3]=[C:4]([N:8]3[C:12]4=[N:13][CH:14]=[N:15][CH:16]=[C:11]4[C:10]([C:17]([O:19][CH2:20][CH3:21])=[O:18])=[N:9]3)[CH:5]=[CH:6][CH:7]=2)[CH2:28][CH2:27][N:26]([CH3:29])[C:25]1=[O:30]. No catalyst specified. (4) The reactants are [CH3:1][C:2]1[C:11]([O:12][CH3:13])=[CH:10][C:5]2[NH:6][C:7](=[O:9])[O:8][C:4]=2[CH:3]=1.[H-].[Na+].Br[CH2:17][C:18]([O:20]CC)=[O:19].[OH-].[Na+]. The catalyst is CN(C=O)C.C1COCC1.O. The product is [CH3:1][C:2]1[C:11]([O:12][CH3:13])=[CH:10][C:5]2[N:6]([CH2:17][C:18]([OH:20])=[O:19])[C:7](=[O:9])[O:8][C:4]=2[CH:3]=1. The yield is 0.930.